This data is from Peptide-MHC class II binding affinity with 134,281 pairs from IEDB. The task is: Regression. Given a peptide amino acid sequence and an MHC pseudo amino acid sequence, predict their binding affinity value. This is MHC class II binding data. (1) The peptide sequence is PRTKYTATISGLKPG. The MHC is HLA-DQA10102-DQB10602 with pseudo-sequence HLA-DQA10102-DQB10602. The binding affinity (normalized) is 0.0668. (2) The peptide sequence is LNFTGPCKGDSVTIK. The MHC is HLA-DPA10103-DPB10401 with pseudo-sequence HLA-DPA10103-DPB10401. The binding affinity (normalized) is 0. (3) The peptide sequence is FKKWCGMLSTKSIDL. The MHC is DRB1_0405 with pseudo-sequence DRB1_0405. The binding affinity (normalized) is 0.576.